From a dataset of Full USPTO retrosynthesis dataset with 1.9M reactions from patents (1976-2016). Predict the reactants needed to synthesize the given product. (1) Given the product [CH3:26][C:24]([O:27][C:28](=[O:39])[NH:29][CH2:30][CH2:31][C@H:32]([C:34]1[CH:38]=[CH:37][O:36][CH:35]=1)[OH:33])([CH3:23])[CH3:25], predict the reactants needed to synthesize it. The reactants are: B1(C)OC(C2C=CC=CC=2)(C2C=CC=CC=2)[C@H]2N1CCC2.B.[CH3:23][C:24]([O:27][C:28](=[O:39])[NH:29][CH2:30][CH2:31][C:32]([C:34]1[CH:38]=[CH:37][O:36][CH:35]=1)=[O:33])([CH3:26])[CH3:25]. (2) Given the product [Br:11][C:12]1[CH:13]=[CH:14][C:15]([C@H:18]2[CH2:20][C@@H:19]2[CH:21]=[O:22])=[CH:16][CH:17]=1, predict the reactants needed to synthesize it. The reactants are: CS(C)=O.C(Cl)(=O)C(Cl)=O.[Br:11][C:12]1[CH:17]=[CH:16][C:15]([C@H:18]2[CH2:20][C@@H:19]2[CH2:21][OH:22])=[CH:14][CH:13]=1.C(N(CC)CC)C. (3) Given the product [NH2:47][C:24]1[N:23]=[CH:22][C:19]2[C:20](=[O:21])[N:14]([C:7]3[CH:8]=[CH:9][CH:10]=[C:11]4[C:6]=3[N:5]=[CH:4][N:3]([CH2:1][CH3:2])[C:12]4=[O:13])[CH2:15][C@@H:16]3[CH2:30][CH2:29][CH2:28][N:17]3[C:18]=2[N:25]=1, predict the reactants needed to synthesize it. The reactants are: [CH2:1]([N:3]1[C:12](=[O:13])[C:11]2[C:6](=[C:7]([N:14]3[C:20](=[O:21])[C:19]4[CH:22]=[N:23][C:24](SC)=[N:25][C:18]=4[N:17]4[CH2:28][CH2:29][CH2:30][C@H:16]4[CH2:15]3)[CH:8]=[CH:9][CH:10]=2)[N:5]=[CH:4]1)[CH3:2].C1C=C(Cl)C=C(C(OO)=O)C=1.C(Cl)(Cl)Cl.O.[NH3:47]. (4) Given the product [CH2:24]([N:26]([CH2:27][CH3:28])[C:3](=[O:5])[C:2](=[O:1])[CH:6]1[CH2:11][CH2:10][C:9](=[O:12])[CH2:8][CH2:7]1)[CH3:25], predict the reactants needed to synthesize it. The reactants are: [O:1]=[C:2]([CH:6]1[CH2:11][CH2:10][C:9](=[O:12])[CH2:8][CH2:7]1)[C:3]([OH:5])=O.C(N=C=NCCCN(C)C)C.[CH2:24]([NH:26][CH2:27][CH3:28])[CH3:25]. (5) Given the product [CH2:1]([C:12]1[NH:13][C:14]2[C:19]([CH:20]=1)=[CH:18][CH:17]=[CH:16][CH:15]=2)[CH2:2][CH2:3][CH2:4][CH2:5][CH2:6][CH2:7][CH2:8][CH2:9][CH2:10][CH3:11], predict the reactants needed to synthesize it. The reactants are: [CH:1]([C:12]1[NH:13][C:14]2[C:19]([CH:20]=1)=[CH:18][CH:17]=[CH:16][CH:15]=2)=[CH:2][CH2:3][CH2:4][CH2:5][CH2:6][CH2:7][CH2:8][CH2:9][CH2:10][CH3:11].[H][H]. (6) The reactants are: F[C:2]1[CH:7]=[CH:6][C:5]([NH:8][C:9]([C:11]2[S:12][CH:13]=[CH:14][CH:15]=2)=[O:10])=[CH:4][C:3]=1[N+:16]([O-:18])=[O:17].C([O-])([O-])=O.[K+].[K+].[SH:25][C:26]1[CH:31]=[CH:30][C:29]([OH:32])=[CH:28][CH:27]=1. Given the product [OH:32][C:29]1[CH:30]=[CH:31][C:26]([S:25][C:2]2[CH:7]=[CH:6][C:5]([NH:8][C:9]([C:11]3[S:12][CH:13]=[CH:14][CH:15]=3)=[O:10])=[CH:4][C:3]=2[N+:16]([O-:18])=[O:17])=[CH:27][CH:28]=1, predict the reactants needed to synthesize it. (7) Given the product [CH3:1][N:2]1[C:7](=[O:8])[CH:6]=[C:5]([C:9]2[CH:14]=[CH:13][N:12]=[CH:11][N:10]=2)[N:4]=[C:3]1[O:15][CH:16]1[CH2:17][CH2:18][N:19]([CH2:22][CH2:23][CH:24]2[CH2:25][CH2:26][NH:27][CH2:28][CH2:29]2)[CH2:20][CH2:21]1, predict the reactants needed to synthesize it. The reactants are: [CH3:1][N:2]1[C:7](=[O:8])[CH:6]=[C:5]([C:9]2[CH:14]=[CH:13][N:12]=[CH:11][N:10]=2)[N:4]=[C:3]1[O:15][CH:16]1[CH2:21][CH2:20][N:19]([CH2:22][CH2:23][CH:24]2[CH2:29][CH2:28][N:27](C(OC(C)(C)C)=O)[CH2:26][CH2:25]2)[CH2:18][CH2:17]1.Cl.